Dataset: hERG potassium channel inhibition data for cardiac toxicity prediction from Karim et al.. Task: Regression/Classification. Given a drug SMILES string, predict its toxicity properties. Task type varies by dataset: regression for continuous values (e.g., LD50, hERG inhibition percentage) or binary classification for toxic/non-toxic outcomes (e.g., AMES mutagenicity, cardiotoxicity, hepatotoxicity). Dataset: herg_karim. (1) The molecule is CC(C)(C)c1cc(NC(=O)n2ccc3cc(O)c(Oc4ncnc5c4CNC5)cc32)no1. The result is 0 (non-blocker). (2) The molecule is Cc1ccc2c(-c3nnc(SCCC(C)N4CCc5cc6c(cc5CC4)C(=O)N(C(C)C)C6)n3C)cccc2n1. The result is 1 (blocker). (3) The molecule is C[N+](C)CCOC(c1ccccc1)c1ccccc1. The result is 0 (non-blocker). (4) The molecule is CC(C)C1(C(=O)NCc2cc(C(F)(F)F)cc(C(F)(F)F)c2)CCC(N2CCC(c3ccc(F)cc3)CC2)C1. The result is 1 (blocker). (5) The molecule is NC(=O)c1cccc(O[C@H]2C[C@@H]3CC[C@H](C2)N3CCCc2ccccc2)c1. The result is 1 (blocker). (6) The molecule is CC(C(O)c1ccc2c(c1)OCC(=O)N2)N1CCC(O)(c2ccc(F)cc2)CC1. The result is 1 (blocker).